Binary Classification. Given a drug SMILES string, predict its activity (active/inactive) in a high-throughput screening assay against a specified biological target. From a dataset of M1 muscarinic receptor agonist screen with 61,833 compounds. (1) The molecule is O(C(=O)C(NC(=O)Nc1ccc(cc1)C(=O)C)C(C)C)C. The result is 0 (inactive). (2) The drug is o1c(C2n3[nH]cnc3=NC(=C2C(=O)Nc2ccccc2)C)ccc1. The result is 0 (inactive). (3) The molecule is O(c1cc2c(n(c3c2ncnc3N(C)C)C)cc1)C. The result is 0 (inactive). (4) The drug is s1c2NC(NC(=O)c2c(c1C)C)c1cc(O)ccc1. The result is 0 (inactive). (5) The drug is s1c2c(CCN(C2)Cc2ccccc2)c2c1n1c(n(c2=O)Cc2ccccc2)nnc1. The result is 0 (inactive).